From a dataset of Reaction yield outcomes from USPTO patents with 853,638 reactions. Predict the reaction yield, written as a fraction of the theoretical maximum amount of product (1.0 means a 100% yield; for example, 0.34 means a 34% yield). (1) The reactants are [Cl:1][C:2]1[C:3]([C:14]2[C:22]3[C:17](=[CH:18][CH:19]=[CH:20][CH:21]=3)[N:16]([S:23]([C:26]3[CH:31]=[CH:30][CH:29]=[CH:28][CH:27]=3)(=[O:25])=[O:24])[CH:15]=2)=[N:4][C:5]([NH:8][C@H:9]2[CH2:13][CH2:12][NH:11][CH2:10]2)=[N:6][CH:7]=1.C(O)(C(F)(F)F)=O.[C:39]([O:43][C:44]([NH:46][C:47]1[CH:55]=[CH:54][C:50]([C:51](O)=[O:52])=[CH:49][CH:48]=1)=[O:45])([CH3:42])([CH3:41])[CH3:40].CN(C(ON1N=NC2C=CC=CC1=2)=[N+](C)C)C.F[P-](F)(F)(F)(F)F.C(N(C(C)C)CC)(C)C. No catalyst specified. The product is [Cl:1][C:2]1[C:3]([C:14]2[C:22]3[C:17](=[CH:18][CH:19]=[CH:20][CH:21]=3)[N:16]([S:23]([C:26]3[CH:31]=[CH:30][CH:29]=[CH:28][CH:27]=3)(=[O:25])=[O:24])[CH:15]=2)=[N:4][C:5]([NH:8][C@H:9]2[CH2:13][CH2:12][N:11]([C:51]([C:50]3[CH:49]=[CH:48][C:47]([NH:46][C:44](=[O:45])[O:43][C:39]([CH3:41])([CH3:40])[CH3:42])=[CH:55][CH:54]=3)=[O:52])[CH2:10]2)=[N:6][CH:7]=1. The yield is 1.00. (2) The reactants are [F:1][C:2]([CH3:28])([CH3:27])[CH2:3][N:4]1[CH2:9][CH2:8][CH:7]([CH2:10][O:11][C:12]2[CH:13]=[CH:14][C:15]([C:18]3[CH:26]=[CH:25][C:21]([C:22](O)=[O:23])=[CH:20][CH:19]=3)=[N:16][CH:17]=2)[CH2:6][CH2:5]1.[NH:29]1[CH2:33][CH2:32][CH2:31][C@H:30]1[C:34]([NH2:36])=[O:35].F[P-](F)(F)(F)(F)F.N1(O[P+](N(C)C)(N(C)C)N(C)C)C2C=CC=CC=2N=N1.O. The catalyst is CN(C=O)C. The product is [F:1][C:2]([CH3:27])([CH3:28])[CH2:3][N:4]1[CH2:9][CH2:8][CH:7]([CH2:10][O:11][C:12]2[CH:13]=[CH:14][C:15]([C:18]3[CH:26]=[CH:25][C:21]([C:22]([N:29]4[CH2:33][CH2:32][CH2:31][C@H:30]4[C:34]([NH2:36])=[O:35])=[O:23])=[CH:20][CH:19]=3)=[N:16][CH:17]=2)[CH2:6][CH2:5]1. The yield is 0.380. (3) The reactants are Cl.[NH2:2][OH:3].[OH-].[Na+].O.[CH3:7][C:8]1[C:12]([C:13]2[N:17]([C:18]3[CH:23]=[CH:22][C:21]([OH:24])=[CH:20][CH:19]=3)[N:16]=[C:15]([CH2:25][CH2:26][CH3:27])[C:14]=2[C:28]#[N:29])=[C:11]([CH3:30])[O:10][N:9]=1. The catalyst is CS(C)=O. The product is [CH3:7][C:8]1[C:12]([C:13]2[N:17]([C:18]3[CH:19]=[CH:20][C:21]([OH:24])=[CH:22][CH:23]=3)[N:16]=[C:15]([CH2:25][CH2:26][CH3:27])[C:14]=2[C:28](=[N:2][OH:3])[NH2:29])=[C:11]([CH3:30])[O:10][N:9]=1. The yield is 0.240. (4) The reactants are [CH2:1]([O:3][C:4](=[O:18])[C:5]1[C:10]([N+:11]([O-:13])=[O:12])=[CH:9][CH:8]=[C:7]([CH3:14])[C:6]=1[N+:15]([O-:17])=[O:16])[CH3:2].CO[CH:21]([N:24]([CH3:26])[CH3:25])OC. The catalyst is CN(C=O)C. The product is [CH2:1]([O:3][C:4](=[O:18])[C:5]1[C:10]([N+:11]([O-:13])=[O:12])=[CH:9][CH:8]=[C:7]([CH:14]=[CH:21][N:24]([CH3:26])[CH3:25])[C:6]=1[N+:15]([O-:17])=[O:16])[CH3:2]. The yield is 0.580. (5) The reactants are [CH2:1]1[CH2:5]O[CH2:3][CH2:2]1.Br[C:7]1[C:8]([CH3:22])=[C:9]([C:15]2[CH:20]=[CH:19][CH:18]=[CH:17][C:16]=2[CH3:21])[C:10]([CH3:14])=[CH:11][C:12]=1[CH3:13].Cl[P:24]([CH:31]1[CH2:36][CH2:35][CH2:34][CH2:33][CH2:32]1)[CH:25]1[CH2:30][CH2:29][CH2:28][CH2:27][CH2:26]1.[NH4+].[OH-].[C:39](OCC)(=O)[CH3:40]. The catalyst is [AlH](CC(C)C)CC(C)C.Cl[Cu]. The product is [CH:1]1([P:24]([CH:31]2[CH2:36][CH2:35][CH2:34][CH2:33][CH2:32]2)[C:25]2[CH:30]=[CH:29][CH:28]=[CH:27][C:26]=2[C:7]2[C:12]([CH3:13])=[CH:11][C:10]([CH3:14])=[C:9]([C:15]3[CH:20]=[CH:19][CH:18]=[CH:17][C:16]=3[CH3:21])[C:8]=2[CH3:22])[CH2:5][CH2:40][CH2:39][CH2:3][CH2:2]1. The yield is 0.300. (6) The reactants are [Cl:1][C:2]1[CH:9]=[C:8]([C:10]2[NH:14][N:13]=[CH:12][C:11]=2[Cl:15])[CH:7]=[CH:6][C:3]=1[C:4]#[N:5].Cl.C(O)C. No catalyst specified. The product is [ClH:1].[Cl:1][C:2]1[CH:9]=[C:8]([C:10]2[NH:14][N:13]=[CH:12][C:11]=2[Cl:15])[CH:7]=[CH:6][C:3]=1[C:4]#[N:5]. The yield is 0.180. (7) The yield is 1.00. The catalyst is CC(C)=O. The product is [I:25][CH2:2][CH2:3][CH2:4][O:5][C:6]1[CH:11]=[CH:10][C:9]([NH:12][CH:13]=[C:14]2[C:22]3[C:17](=[CH:18][CH:19]=[CH:20][CH:21]=3)[NH:16][C:15]2=[O:23])=[CH:8][CH:7]=1. The reactants are Cl[CH2:2][CH2:3][CH2:4][O:5][C:6]1[CH:11]=[CH:10][C:9]([NH:12][CH:13]=[C:14]2[C:22]3[C:17](=[CH:18][CH:19]=[CH:20][CH:21]=3)[NH:16][C:15]2=[O:23])=[CH:8][CH:7]=1.[Na+].[I-:25]. (8) The reactants are Br[CH2:2][C:3]([O:5][CH2:6][CH3:7])=[O:4].C(=O)([O-])[O-].[K+].[K+].[CH3:14][C:15]1[C:24]2[C:19](=[CH:20][C:21]([CH3:25])=[CH:22][CH:23]=2)[C:18]([N:26]2[CH:30]=[N:29][N:28]=[C:27]2[SH:31])=[CH:17][CH:16]=1.CN(C=O)C. The catalyst is C1COCC1.O. The product is [CH3:14][C:15]1[C:24]2[C:19](=[CH:20][C:21]([CH3:25])=[CH:22][CH:23]=2)[C:18]([N:26]2[CH:30]=[N:29][N:28]=[C:27]2[S:31][CH2:2][C:3]([O:5][CH2:6][CH3:7])=[O:4])=[CH:17][CH:16]=1. The yield is 0.860.